From a dataset of Peptide-MHC class I binding affinity with 185,985 pairs from IEDB/IMGT. Regression. Given a peptide amino acid sequence and an MHC pseudo amino acid sequence, predict their binding affinity value. This is MHC class I binding data. (1) The peptide sequence is RMLPKLAEF. The MHC is HLA-B27:05 with pseudo-sequence HLA-B27:05. The binding affinity (normalized) is 0.333. (2) The peptide sequence is FLLALLSCL. The MHC is HLA-A02:06 with pseudo-sequence HLA-A02:06. The binding affinity (normalized) is 0.708. (3) The peptide sequence is GRWILAIPR. The MHC is HLA-B27:05 with pseudo-sequence HLA-B27:05. The binding affinity (normalized) is 0.952. (4) The binding affinity (normalized) is 0.593. The MHC is HLA-A30:02 with pseudo-sequence HLA-A30:02. The peptide sequence is MSYTMCSGKF. (5) The peptide sequence is IQDEIVAAY. The MHC is HLA-A30:01 with pseudo-sequence HLA-A30:01. The binding affinity (normalized) is 0.0847. (6) The peptide sequence is IVLEFFMMV. The MHC is HLA-A68:02 with pseudo-sequence HLA-A68:02. The binding affinity (normalized) is 0.415. (7) The peptide sequence is YFISIYSRPK. The MHC is HLA-A31:01 with pseudo-sequence HLA-A31:01. The binding affinity (normalized) is 0.564.